From a dataset of Reaction yield outcomes from USPTO patents with 853,638 reactions. Predict the reaction yield, written as a fraction of the theoretical maximum amount of product (1.0 means a 100% yield; for example, 0.34 means a 34% yield). (1) The reactants are [C:1]1(=[O:26])[N:5]([CH:6]([C:11]2[CH:16]=[CH:15][C:14]([O:17][CH3:18])=[C:13]([O:19][CH3:20])[CH:12]=2)[CH2:7][C:8]([NH2:10])=O)[C:4](=[O:21])[C:3]2=[CH:22][CH:23]=[CH:24][CH:25]=[C:2]12.CN1CCOCC1.S(Cl)(Cl)=O. The catalyst is CN(C)C=O. The product is [C:4]1(=[O:21])[N:5]([CH:6]([C:11]2[CH:16]=[CH:15][C:14]([O:17][CH3:18])=[C:13]([O:19][CH3:20])[CH:12]=2)[CH2:7][C:8]#[N:10])[C:1](=[O:26])[C:2]2=[CH:25][CH:24]=[CH:23][CH:22]=[C:3]12. The yield is 0.790. (2) The reactants are [Br:1][C:2]1[CH:3]=[C:4]([CH:8]([OH:10])[CH3:9])[CH:5]=[CH:6][CH:7]=1.ClCCl.N1C=CN=C1.[C:19]([Si:23](Cl)([CH3:25])[CH3:24])([CH3:22])([CH3:21])[CH3:20]. No catalyst specified. The product is [Br:1][C:2]1[CH:3]=[C:4]([CH:8]([O:10][Si:23]([C:19]([CH3:22])([CH3:21])[CH3:20])([CH3:25])[CH3:24])[CH3:9])[CH:5]=[CH:6][CH:7]=1. The yield is 0.640. (3) The reactants are [C:1]([O:4][C@@H:5]([CH2:12]/[CH:13]=[CH:14]\[CH2:15][CH2:16][CH2:17][CH2:18][CH2:19][CH2:20][CH2:21][CH:22]([OH:35])[CH2:23][CH2:24][CH2:25][CH2:26][CH2:27][CH2:28][CH2:29][CH2:30][CH2:31][CH2:32][CH2:33][CH3:34])[CH2:6][CH2:7][CH2:8][CH2:9][CH2:10][CH3:11])(=[O:3])[CH3:2].N1C=CC=CC=1.Cl[C:43](Cl)([O:45][C:46](=[O:52])OC(Cl)(Cl)Cl)Cl.[CH3:54][N:55]([CH3:60])[CH2:56][CH2:57]CO. The catalyst is C1(C)C=CC=CC=1. The product is [C:1]([O:4][C@@H:5]([CH2:12]/[CH:13]=[CH:14]\[CH2:15][CH2:16][CH2:17][CH2:18][CH2:19][CH2:20][CH2:21][CH:22]([O:35][C:46]([O:45][CH2:43][CH2:57][CH2:56][N:55]([CH3:60])[CH3:54])=[O:52])[CH2:23][CH2:24][CH2:25][CH2:26][CH2:27][CH2:28][CH2:29][CH2:30][CH2:31][CH2:32][CH2:33][CH3:34])[CH2:6][CH2:7][CH2:8][CH2:9][CH2:10][CH3:11])(=[O:3])[CH3:2]. The yield is 0.420.